Dataset: Catalyst prediction with 721,799 reactions and 888 catalyst types from USPTO. Task: Predict which catalyst facilitates the given reaction. (1) Reactant: [NH2:1][C:2]1[N:10]=[C:9]([S:11][CH2:12][CH2:13][CH2:14][CH3:15])[N:8]=[C:7]2[C:3]=1[N:4]=[CH:5][N:6]2[C@@H:16]1[CH2:20][C@H:19]([OH:21])[CH:18]=[CH:17]1.C[N+]1([O-])CC[O:26]CC1.O1CCCC1.[OH2:35]. Product: [NH2:1][C:2]1[N:10]=[C:9]([S:11][CH2:12][CH2:13][CH2:14][CH3:15])[N:8]=[C:7]2[C:3]=1[N:4]=[CH:5][N:6]2[C@@H:16]1[CH2:17][C@H:18]([OH:35])[C@@H:19]([OH:21])[C@H:20]1[OH:26]. The catalyst class is: 771. (2) Product: [CH2:1]([O:8][CH2:9][C:10]([N:12]([CH2:26][C:27]1[CH:28]=[CH:29][C:30]([C:33]#[C:34][C:35]2[CH:40]=[CH:39][C:38]([CH2:41][CH2:42][CH2:43][CH3:44])=[CH:37][CH:36]=2)=[CH:31][CH:32]=1)[C:13]1[CH:25]=[CH:24][C:16]([OH:17])=[C:15]([CH:14]=1)[C:20]([OH:21])=[O:19])=[O:11])[C:2]1[CH:3]=[CH:4][CH:5]=[CH:6][CH:7]=1. Reactant: [CH2:1]([O:8][CH2:9][C:10]([N:12]([CH2:26][C:27]1[CH:32]=[CH:31][C:30]([C:33]#[C:34][C:35]2[CH:40]=[CH:39][C:38]([CH2:41][CH2:42][CH2:43][CH3:44])=[CH:37][CH:36]=2)=[CH:29][CH:28]=1)[C:13]1[CH:25]=[CH:24][C:16]2[O:17]C(C)(C)[O:19][C:20](=[O:21])[C:15]=2[CH:14]=1)=[O:11])[C:2]1[CH:7]=[CH:6][CH:5]=[CH:4][CH:3]=1.[OH-].[Na+]. The catalyst class is: 14. (3) Reactant: [C:1]([CH2:4][O:5]C(=O)C1C=CC=CC=1)(=[S:3])[NH2:2].[C:14]1([C:24]2[CH:29]=[CH:28][CH:27]=[CH:26][CH:25]=2)[CH:19]=[CH:18][C:17]([C:20](=O)[CH2:21]Br)=[CH:16][CH:15]=1.OS(O)(=O)=O.O. Product: [C:14]1([C:24]2[CH:29]=[CH:28][CH:27]=[CH:26][CH:25]=2)[CH:19]=[CH:18][C:17]([C:20]2[N:2]=[C:1]([CH2:4][OH:5])[S:3][CH:21]=2)=[CH:16][CH:15]=1. The catalyst class is: 5. (4) Reactant: [CH:1]([C:4]1[CH:19]=[CH:18][C:7]2[NH:8][C:9]3[CH:17]=[CH:16][CH:15]=[CH:14][C:10]=3[N:11]=[C:12]([NH2:13])[C:6]=2[CH:5]=1)([CH3:3])[CH3:2].[CH3:20][O:21][CH2:22][CH2:23][C@H:24]1[CH2:29]N[CH2:27][CH2:26][NH:25]1. Product: [NH3:8].[CH3:20][OH:21].[CH:1]([C:4]1[CH:19]=[CH:18][C:7]2[NH:8][C:9]3[CH:17]=[CH:16][CH:15]=[CH:14][C:10]=3[N:11]=[C:12]([N:13]3[CH2:27][CH2:26][NH:25][C@@H:24]([CH2:23][CH2:22][O:21][CH3:20])[CH2:29]3)[C:6]=2[CH:5]=1)([CH3:3])[CH3:2]. The catalyst class is: 179. (5) Reactant: [Cl:1][C:2]1[N:10]=[C:9]2[C:5]([N:6]=[CH:7][N:8]2[CH:11]([CH3:13])[CH3:12])=[C:4](Cl)[N:3]=1.[CH2:15]([NH2:22])[C:16]1[CH:21]=[CH:20][CH:19]=[CH:18][CH:17]=1. Product: [CH2:15]([NH:22][C:4]1[N:3]=[C:2]([Cl:1])[N:10]=[C:9]2[C:5]=1[N:6]=[CH:7][N:8]2[CH:11]([CH3:13])[CH3:12])[C:16]1[CH:21]=[CH:20][CH:19]=[CH:18][CH:17]=1. The catalyst class is: 51. (6) Reactant: C(N(CC)CC)C.[C:16](O[C:16]([O:18][C:19]([CH3:22])([CH3:21])[CH3:20])=[O:17])([O:18][C:19]([CH3:22])([CH3:21])[CH3:20])=[O:17].C(O)(=O)C.[CH3:27][CH:28]1[CH2:33][NH:32][CH:31]([C:34]([O:36][CH3:37])=[O:35])[CH2:30][CH2:29]1. Product: [CH3:27][CH:28]1[CH2:33][N:32]([C:16]([O:18][C:19]([CH3:20])([CH3:21])[CH3:22])=[O:17])[CH:31]([C:34]([O:36][CH3:37])=[O:35])[CH2:30][CH2:29]1. The catalyst class is: 4. (7) Reactant: Br[CH2:2][C:3]1[N:13]([CH2:14][C:15]([CH3:18])([CH3:17])[CH3:16])[C:6]2[N:7]=[C:8]([C:11]#[N:12])[N:9]=[CH:10][C:5]=2[CH:4]=1.[NH:19]1[CH:23]=[N:22][N:21]=[N:20]1.C([O-])([O-])=O.[K+].[K+]. Product: [CH3:16][C:15]([CH3:18])([CH3:17])[CH2:14][N:13]1[C:6]2[N:7]=[C:8]([C:11]#[N:12])[N:9]=[CH:10][C:5]=2[CH:4]=[C:3]1[CH2:2][N:19]1[CH:23]=[N:22][N:21]=[N:20]1. The catalyst class is: 18. (8) Reactant: Cl[C:2]1[CH:7]=[C:6]([C:8]2[O:9][C:10]([C:13]3[S:20][C:19]([CH3:21])=[C:18]4[C:14]=3[CH2:15][C@H:16]3[C:22]([CH3:24])([CH3:23])[C@H:17]34)=[N:11][N:12]=2)[CH:5]=[C:4]([CH3:25])[N:3]=1.[CH3:26]N1C(=O)CCC1.C[Mg]I. Product: [CH3:26][C:2]1[CH:7]=[C:6]([C:8]2[O:9][C:10]([C:13]3[S:20][C:19]([CH3:21])=[C:18]4[C:14]=3[CH2:15][C@H:16]3[C:22]([CH3:24])([CH3:23])[C@H:17]34)=[N:11][N:12]=2)[CH:5]=[C:4]([CH3:25])[N:3]=1. The catalyst class is: 1. (9) Reactant: [I:1][C:2]1[CH:11]=[C:10]2[C:5]([C:6](=O)[CH:7]=[CH:8][NH:9]2)=[CH:4][C:3]=1[CH3:13].[Cl-:14].[P+]=O.[OH-].[NH4+]. Product: [Cl:14][C:6]1[C:5]2[C:10](=[CH:11][C:2]([I:1])=[C:3]([CH3:13])[CH:4]=2)[N:9]=[CH:8][CH:7]=1. The catalyst class is: 9.